From a dataset of Forward reaction prediction with 1.9M reactions from USPTO patents (1976-2016). Predict the product of the given reaction. (1) Given the reactants [I:1][C:2]1[CH:10]=[C:9]2[C:5]([CH:6]=[N:7][NH:8]2)=[C:4]([CH3:11])[CH:3]=1.[O:12]1[CH:17]=[CH:16][CH2:15][CH2:14][CH2:13]1.CS(O)(=O)=O, predict the reaction product. The product is: [I:1][C:2]1[CH:10]=[C:9]2[C:5]([CH:6]=[N:7][N:8]2[CH:13]2[CH2:14][CH2:15][CH2:16][CH2:17][O:12]2)=[C:4]([CH3:11])[CH:3]=1. (2) Given the reactants [Cl:1][C:2]1[CH:11]=[CH:10][C:5]2[N:6]=[C:7]([NH2:9])[S:8][C:4]=2[CH:3]=1.[CH2:12]([N:14]=[C:15]=[O:16])[CH3:13].C(N(CC)CC)C, predict the reaction product. The product is: [Cl:1][C:2]1[CH:11]=[CH:10][C:5]2[N:6]=[C:7]([NH:9][C:15]([NH:14][CH2:12][CH3:13])=[O:16])[S:8][C:4]=2[CH:3]=1. (3) Given the reactants [CH2:1](C1(C)OC(=O)C(C)C(=O)O1)C.[CH3:13][CH:14]1[C:23](=[O:24])[O:22][C:17]2([CH2:21][CH2:20][CH2:19][CH2:18]2)[O:16][C:15]1=[O:25], predict the reaction product. The product is: [CH3:13][C:14]1([CH3:1])[C:15](=[O:25])[O:16][C:17]2([CH2:18][CH2:19][CH2:20][CH2:21]2)[O:22][C:23]1=[O:24].